Dataset: Reaction yield outcomes from USPTO patents with 853,638 reactions. Task: Predict the reaction yield, written as a fraction of the theoretical maximum amount of product (1.0 means a 100% yield; for example, 0.34 means a 34% yield). (1) The reactants are F[C:2]1[CH:3]=[CH:4][C:5]([S:20]([CH3:23])(=[O:22])=[O:21])=[C:6]([NH:8][CH:9]2[C:18]3[C:13](=[CH:14][CH:15]=[CH:16][CH:17]=3)[CH2:12][CH2:11][CH:10]2[CH3:19])[CH:7]=1.[NH:24]1[CH2:29][CH2:28][NH:27][CH2:26][CH2:25]1.C(N(CC)C(C)C)(C)C.O. The catalyst is CN(C)C=O. The product is [CH3:19][CH:10]1[CH2:11][CH2:12][C:13]2[C:18](=[CH:17][CH:16]=[CH:15][CH:14]=2)[CH:9]1[NH:8][C:6]1[CH:7]=[C:2]([N:24]2[CH2:29][CH2:28][NH:27][CH2:26][CH2:25]2)[CH:3]=[CH:4][C:5]=1[S:20]([CH3:23])(=[O:22])=[O:21]. The yield is 0.920. (2) The reactants are [H-].[Na+].[I-].[Na+].[CH3:5]N(C)P(N(C)C)(N(C)C)=O.Cl[CH2:17][S:18][CH2:19][O:20][CH2:21]SCCl.[CH2:25]1[CH2:29]O[CH2:27][CH2:26]1. No catalyst specified. The product is [CH3:17][S:18][CH2:19][O:20][C:21]1[CH:5]=[CH:29][CH:25]=[CH:26][CH:27]=1. The yield is 0.890. (3) The reactants are Cl.[C:2](=[NH:10])([O:7][CH2:8][CH3:9])[CH2:3][CH2:4][CH2:5][CH3:6].C(N(CC)CC)C.[Cl-].[C:19]([O:30][CH3:31])(=[O:29])[C:20]1[CH:28]=[CH:27][C:23]([C:24]([O-])=[O:25])=[CH:22][CH:21]=1. The catalyst is C1(C)C=CC=CC=1. The product is [CH3:31][O:30][C:19](=[O:29])[C:20]1[CH:28]=[CH:27][C:23]([C:24]([N:10]=[C:2]([O:7][CH2:8][CH3:9])[CH2:3][CH2:4][CH2:5][CH3:6])=[O:25])=[CH:22][CH:21]=1. The yield is 0.470. (4) The reactants are [Cl:1][C:2]1[CH:3]=[C:4]([CH:26]=[CH:27][C:28]=1[OH:29])[NH:5][C:6]1[C:15]2[C:10](=[CH:11][C:12]([O:24][CH3:25])=[CH:13][C:14]=2[O:16][CH:17]2[CH2:22][CH2:21][N:20]([CH3:23])[CH2:19][CH2:18]2)[N:9]=[CH:8][N:7]=1.[N:30]1[CH:35]=[CH:34][C:33]([CH2:36]Cl)=[CH:32][CH:31]=1. No catalyst specified. The product is [Cl:1][C:2]1[CH:3]=[C:4]([CH:26]=[CH:27][C:28]=1[O:29][CH2:36][C:33]1[CH:34]=[CH:35][N:30]=[CH:31][CH:32]=1)[NH:5][C:6]1[C:15]2[C:10](=[CH:11][C:12]([O:24][CH3:25])=[CH:13][C:14]=2[O:16][CH:17]2[CH2:18][CH2:19][N:20]([CH3:23])[CH2:21][CH2:22]2)[N:9]=[CH:8][N:7]=1. The yield is 0.450. (5) The reactants are [CH:1]([C:4]1[CH:9]=[CH:8][CH:7]=[CH:6][C:5]=1[NH:10][C:11]([NH:13]/[N:14]=[CH:15]/[C:16]1[CH:21]=[CH:20][C:19]([C:22]2[N:26]=[CH:25][N:24]([C:27]3[CH:32]=[CH:31][C:30]([C:33]([F:36])([F:35])[F:34])=[CH:29][CH:28]=3)[N:23]=2)=[CH:18][CH:17]=1)=[S:12])([CH3:3])[CH3:2].C(=O)([O-])[O-].[K+].[K+].Br[CH2:44][CH2:45][CH2:46]Cl. The catalyst is CC(=O)CC.C(Cl)Cl. The product is [CH:1]([C:4]1[CH:9]=[CH:8][CH:7]=[CH:6][C:5]=1/[N:10]=[C:11]1\[S:12][CH2:44][CH2:45][CH2:46][N:13]\1/[N:14]=[CH:15]/[C:16]1[CH:17]=[CH:18][C:19]([C:22]2[N:26]=[CH:25][N:24]([C:27]3[CH:28]=[CH:29][C:30]([C:33]([F:35])([F:36])[F:34])=[CH:31][CH:32]=3)[N:23]=2)=[CH:20][CH:21]=1)([CH3:3])[CH3:2]. The yield is 0.130. (6) The reactants are Br[C:2]1[CH:3]=[C:4]2[C:8](=[CH:9][CH:10]=1)[C:7](=[O:11])[NH:6][CH2:5]2.[B:12]1([B:12]2[O:16][C:15]([CH3:18])([CH3:17])[C:14]([CH3:20])([CH3:19])[O:13]2)[O:16][C:15]([CH3:18])([CH3:17])[C:14]([CH3:20])([CH3:19])[O:13]1.CC([O-])=O.[K+]. The catalyst is O1CCOCC1. The product is [CH3:19][C:14]1([CH3:20])[C:15]([CH3:18])([CH3:17])[O:16][B:12]([C:2]2[CH:3]=[C:4]3[C:8](=[CH:9][CH:10]=2)[C:7](=[O:11])[NH:6][CH2:5]3)[O:13]1. The yield is 0.660. (7) The reactants are [C:1]([O:5][C:6](=[O:31])[NH:7][CH2:8][C:9]1[CH:14]=[CH:13][C:12]([C:15]2[N:19]3[CH:20]=[CH:21][C:22]([C:24]4[CH:25]=[N:26][C:27](F)=[CH:28][CH:29]=4)=[CH:23][C:18]3=[N:17][CH:16]=2)=[CH:11][CH:10]=1)([CH3:4])([CH3:3])[CH3:2].[CH3:32][N:33]1[CH2:38][CH2:37][NH:36][CH2:35][CH2:34]1.C([O-])([O-])=O.[K+].[K+]. The catalyst is CS(C)=O. The product is [C:1]([O:5][C:6](=[O:31])[NH:7][CH2:8][C:9]1[CH:14]=[CH:13][C:12]([C:15]2[N:19]3[CH:20]=[CH:21][C:22]([C:24]4[CH:25]=[N:26][C:27]([N:36]5[CH2:37][CH2:38][N:33]([CH3:32])[CH2:34][CH2:35]5)=[CH:28][CH:29]=4)=[CH:23][C:18]3=[N:17][CH:16]=2)=[CH:11][CH:10]=1)([CH3:4])([CH3:3])[CH3:2]. The yield is 0.700. (8) The reactants are [OH-].[Na+].[CH2:3]([O:6][C@@H:7]([CH2:12][C:13]1[CH:18]=[CH:17][C:16]([C:19]2[CH:24]=[CH:23][CH:22]=[C:21]([N:25]([CH3:36])[C:26]([NH:28][CH2:29][CH2:30][CH2:31][CH2:32][CH2:33][CH2:34][CH3:35])=[O:27])[CH:20]=2)=[CH:15][CH:14]=1)[C:8]([O:10]C)=[O:9])[CH2:4][CH3:5].O1CCCC1.CO.O. The catalyst is C(O)(=O)C. The product is [CH2:3]([O:6][C@@H:7]([CH2:12][C:13]1[CH:18]=[CH:17][C:16]([C:19]2[CH:24]=[CH:23][CH:22]=[C:21]([N:25]([CH3:36])[C:26]([NH:28][CH2:29][CH2:30][CH2:31][CH2:32][CH2:33][CH2:34][CH3:35])=[O:27])[CH:20]=2)=[CH:15][CH:14]=1)[C:8]([OH:10])=[O:9])[CH2:4][CH3:5]. The yield is 0.760. (9) The reactants are [N:1]1([C:5]2[CH:10]=[CH:9][C:8]([N+:11]([O-])=O)=[CH:7][N:6]=2)[CH2:4][CH2:3][CH2:2]1. The catalyst is CO.[Pd]. The product is [N:1]1([C:5]2[N:6]=[CH:7][C:8]([NH2:11])=[CH:9][CH:10]=2)[CH2:4][CH2:3][CH2:2]1. The yield is 0.990.